Dataset: Forward reaction prediction with 1.9M reactions from USPTO patents (1976-2016). Task: Predict the product of the given reaction. (1) Given the reactants Cl.[Cl:2][C:3]1[N:8]=[C:7]([NH:9][CH2:10][CH:11]2[CH2:13][CH2:12]2)[C:6]([Cl:14])=[CH:5][N:4]=1.[CH:15]([O:18][C:19]1[CH:25]=[CH:24][C:22]([NH2:23])=[CH:21][CH:20]=1)([CH3:17])[CH3:16], predict the reaction product. The product is: [ClH:2].[Cl:14][C:6]1[C:7]([NH:9][CH2:10][CH:11]2[CH2:13][CH2:12]2)=[N:8][C:3]([NH:23][C:22]2[CH:21]=[CH:20][C:19]([O:18][CH:15]([CH3:17])[CH3:16])=[CH:25][CH:24]=2)=[N:4][CH:5]=1. (2) Given the reactants [CH3:1][CH2:2][CH2:3][CH2:4][CH2:5][CH3:6].[CH3:7][CH:8]([OH:10])[CH3:9].[CH:11](Cl)(Cl)Cl, predict the reaction product. The product is: [CH2:7]([C@H:8]1[CH2:9][O:10]1)[CH2:11][C:3]1[CH:2]=[CH:1][CH:6]=[CH:5][CH:4]=1. (3) Given the reactants [NH2:1][C:2]1[CH:7]=[CH:6][C:5]([C:8]2[NH:12][C:11]([C@H:13]3[N:21]4[C:16](=[CH:17][C:18]([C:23]5[CH:28]=[C:27]([Cl:29])[CH:26]=[CH:25][C:24]=5[N:30]5[CH:34]=[N:33][N:32]=[N:31]5)=[CH:19][C:20]4=[O:22])[CH2:15][CH2:14]3)=[N:10][CH:9]=2)=[CH:4][CH:3]=1.[CH3:35][O:36][CH2:37][CH2:38][O:39][CH2:40][C:41](O)=[O:42], predict the reaction product. The product is: [Cl:29][C:27]1[CH:26]=[CH:25][C:24]([N:30]2[CH:34]=[N:33][N:32]=[N:31]2)=[C:23]([C:18]2[CH:17]=[C:16]3[N:21]([C@H:13]([C:11]4[NH:12][C:8]([C:5]5[CH:4]=[CH:3][C:2]([NH:1][C:41](=[O:42])[CH2:40][O:39][CH2:38][CH2:37][O:36][CH3:35])=[CH:7][CH:6]=5)=[CH:9][N:10]=4)[CH2:14][CH2:15]3)[C:20](=[O:22])[CH:19]=2)[CH:28]=1. (4) Given the reactants [CH3:1][C:2]1[S:6][C:5]([CH2:7][NH2:8])=[CH:4][CH:3]=1.[CH:9]1[N:14]=[C:13](Cl)[C:12]2[N:16]=[CH:17][N:18]([C@@H:19]3[O:23][C@H:22]([CH2:24][OH:25])[C@@H:21]([OH:26])[C@H:20]3[OH:27])[C:11]=2[N:10]=1.C(N(CC)CC)C, predict the reaction product. The product is: [CH3:1][C:2]1[S:6][C:5]([CH2:7][NH:8][C:13]2[C:12]3[N:16]=[CH:17][N:18]([C:11]=3[N:10]=[CH:9][N:14]=2)[C@@H:19]2[O:23][C@H:22]([CH2:24][OH:25])[C@@H:21]([OH:26])[C@H:20]2[OH:27])=[CH:4][CH:3]=1.